This data is from Forward reaction prediction with 1.9M reactions from USPTO patents (1976-2016). The task is: Predict the product of the given reaction. (1) Given the reactants FC(F)(F)C(O)=O.[NH2:8][CH2:9][C:10]1[N:15]=[C:14]([C:16]2[S:17][C:18]3[CH:26]=[CH:25][CH:24]=[CH:23][C:19]=3[C:20](=[O:22])[N:21]=2)[CH:13]=[CH:12][CH:11]=1.[CH3:27][S:28](Cl)(=[O:30])=[O:29].C(=O)([O-])O.[Na+], predict the reaction product. The product is: [O:22]=[C:20]1[C:19]2[CH:23]=[CH:24][CH:25]=[CH:26][C:18]=2[S:17][C:16]([C:14]2[N:15]=[C:10]([CH2:9][NH:8][S:28]([CH3:27])(=[O:30])=[O:29])[CH:11]=[CH:12][CH:13]=2)=[N:21]1. (2) Given the reactants [C:1](Cl)(=[O:5])[C:2](Cl)=[O:3].[CH2:7]1[CH2:20][CH2:19][CH2:18][CH2:17][CH2:16][NH:15][C:13](=[O:14])[CH2:12][CH2:11][CH2:10][CH2:9][CH2:8]1, predict the reaction product. The product is: [O:14]1[C:13]2=[CH:12][CH2:11][CH2:10][CH2:9][CH2:8][CH2:7][CH2:20][CH2:19][CH2:18][CH2:17][CH2:16][N:15]2[C:2](=[O:3])[C:1]1=[O:5]. (3) Given the reactants [H-].[Na+].[CH:3]([N:6]1[CH2:11][CH2:10][CH:9]([CH2:12][OH:13])[CH2:8][CH2:7]1)([CH3:5])[CH3:4].Cl[C:15]1[N:19]([CH3:20])[C:18]([C:21]([C:23]2[CH:28]=[CH:27][C:26]([Cl:29])=[CH:25][CH:24]=2)=[O:22])=[CH:17][N:16]=1, predict the reaction product. The product is: [Cl:29][C:26]1[CH:25]=[CH:24][C:23]([C:21]([C:18]2[N:19]([CH3:20])[C:15]([O:13][CH2:12][CH:9]3[CH2:10][CH2:11][N:6]([CH:3]([CH3:5])[CH3:4])[CH2:7][CH2:8]3)=[N:16][CH:17]=2)=[O:22])=[CH:28][CH:27]=1. (4) Given the reactants [CH2:1]([O:8][C:9]1[CH:25]=[CH:24][C:12]([C:13]([O:15][C:16]2[CH:21]=[CH:20][C:19]([CH:22]=O)=[CH:18][CH:17]=2)=[O:14])=[CH:11][CH:10]=1)[CH2:2][CH2:3][CH2:4][CH2:5][CH2:6][CH3:7].Cl.[NH2:27][CH2:28][C:29]([O:31][C:32]([CH3:35])([CH3:34])[CH3:33])=[O:30].C(O[BH-](OC(=O)C)OC(=O)C)(=O)C.[Na+], predict the reaction product. The product is: [CH2:1]([O:8][C:9]1[CH:25]=[CH:24][C:12]([C:13]([O:15][C:16]2[CH:21]=[CH:20][C:19]([CH2:22][NH:27][CH2:28][C:29]([O:31][C:32]([CH3:35])([CH3:34])[CH3:33])=[O:30])=[CH:18][CH:17]=2)=[O:14])=[CH:11][CH:10]=1)[CH2:2][CH2:3][CH2:4][CH2:5][CH2:6][CH3:7]. (5) Given the reactants COC[O:4][C:5]1[CH:10]=[C:9]([O:11]COC)[CH:8]=[CH:7][C:6]=1[CH:15]1[CH2:20][CH2:19][C:18](=[CH:21][C:22]#[N:23])[CH2:17][CH2:16]1.Cl.C(=O)(O)[O-].[Na+], predict the reaction product. The product is: [OH:4][C:5]1[CH:10]=[C:9]([OH:11])[CH:8]=[CH:7][C:6]=1[CH:15]1[CH2:16][CH2:17][C:18](=[CH:21][C:22]#[N:23])[CH2:19][CH2:20]1. (6) Given the reactants Cl[C:2]1[CH:10]=[CH:9][C:5]([C:6]([OH:8])=[O:7])=[CH:4][CH:3]=1.[CH:11]#[C:12][CH2:13][CH2:14][CH2:15][CH2:16][CH2:17][CH2:18][CH2:19][CH3:20].C([O-])([O-])=O.[Cs+].[Cs+].O, predict the reaction product. The product is: [C:11]([C:2]1[CH:10]=[CH:9][C:5]([C:6]([OH:8])=[O:7])=[CH:4][CH:3]=1)#[C:12][CH2:13][CH2:14][CH2:15][CH2:16][CH2:17][CH2:18][CH2:19][CH3:20]. (7) Given the reactants [CH:1]([C:4]1[C:5]([O:15][CH2:16][CH2:17][CH2:18][C:19]2[C:20]([CH:34]([CH3:36])[CH3:35])=[N:21][N:22]([C:24]3[CH:29]=[CH:28][C:27]([C:30]([F:33])([F:32])[F:31])=[CH:26][N:25]=3)[CH:23]=2)=[C:6]([CH2:10][C:11]([O:13]C)=[O:12])[CH:7]=[CH:8][CH:9]=1)([CH3:3])[CH3:2].[OH-].[Na+].O1CCCC1.Cl, predict the reaction product. The product is: [CH:1]([C:4]1[C:5]([O:15][CH2:16][CH2:17][CH2:18][C:19]2[C:20]([CH:34]([CH3:36])[CH3:35])=[N:21][N:22]([C:24]3[CH:29]=[CH:28][C:27]([C:30]([F:33])([F:32])[F:31])=[CH:26][N:25]=3)[CH:23]=2)=[C:6]([CH2:10][C:11]([OH:13])=[O:12])[CH:7]=[CH:8][CH:9]=1)([CH3:3])[CH3:2]. (8) Given the reactants [N:1]1[C:10]2[C:5](=[CH:6][CH:7]=[CH:8][CH:9]=2)[CH:4]=[CH:3][C:2]=1[CH2:11][O:12][C:13]1[CH:18]=[CH:17][C:16]([NH2:19])=[CH:15][CH:14]=1.[N:20]([O-])=O.[Na+].[Sn](Cl)(Cl)(Cl)Cl, predict the reaction product. The product is: [N:1]1[C:10]2[C:5](=[CH:6][CH:7]=[CH:8][CH:9]=2)[CH:4]=[CH:3][C:2]=1[CH2:11][O:12][C:13]1[CH:14]=[CH:15][C:16]([NH:19][NH2:20])=[CH:17][CH:18]=1. (9) Given the reactants [CH3:1][O:2][C:3](=[O:23])/[C:4](/[C:16]1[CH:21]=[CH:20][C:19]([OH:22])=[CH:18][CH:17]=1)=[CH:5]\[C:6]1[CH:11]=[C:10]([O:12][CH3:13])[CH:9]=[C:8]([O:14][CH3:15])[CH:7]=1.[H-].[Na+].F[C:27]1[CH:34]=[CH:33][C:30]([CH:31]=[O:32])=[CH:29][CH:28]=1.O, predict the reaction product. The product is: [CH3:1][O:2][C:3](=[O:23])/[C:4](/[C:16]1[CH:17]=[CH:18][C:19]([O:22][C:27]2[CH:34]=[CH:33][C:30]([CH:31]=[O:32])=[CH:29][CH:28]=2)=[CH:20][CH:21]=1)=[CH:5]\[C:6]1[CH:7]=[C:8]([O:14][CH3:15])[CH:9]=[C:10]([O:12][CH3:13])[CH:11]=1.